Dataset: Peptide-MHC class I binding affinity with 185,985 pairs from IEDB/IMGT. Task: Regression. Given a peptide amino acid sequence and an MHC pseudo amino acid sequence, predict their binding affinity value. This is MHC class I binding data. (1) The peptide sequence is MSDIFASEV. The MHC is HLA-A02:06 with pseudo-sequence HLA-A02:06. The binding affinity (normalized) is 0.763. (2) The peptide sequence is VQYRILPMI. The MHC is HLA-A01:01 with pseudo-sequence HLA-A01:01. The binding affinity (normalized) is 0. (3) The peptide sequence is VGRVNPGTY. The MHC is HLA-B15:01 with pseudo-sequence HLA-B15:01. The binding affinity (normalized) is 0.0480. (4) The peptide sequence is RMILPMSRAFR. The MHC is HLA-B44:03 with pseudo-sequence HLA-B44:03. The binding affinity (normalized) is 0.0847. (5) The peptide sequence is KQQKVYALF. The MHC is HLA-A02:07 with pseudo-sequence HLA-A02:07. The binding affinity (normalized) is 0. (6) The peptide sequence is KTANNYETI. The MHC is HLA-A02:02 with pseudo-sequence HLA-A02:02. The binding affinity (normalized) is 0.666. (7) The peptide sequence is HVTGRWNWW. The binding affinity (normalized) is 0.0847. The MHC is HLA-A02:19 with pseudo-sequence HLA-A02:19. (8) The peptide sequence is ASSEVAVLY. The MHC is HLA-A23:01 with pseudo-sequence HLA-A23:01. The binding affinity (normalized) is 0. (9) The peptide sequence is RPRLWRSVI. The MHC is HLA-B40:01 with pseudo-sequence HLA-B40:01. The binding affinity (normalized) is 0.0847.